This data is from Full USPTO retrosynthesis dataset with 1.9M reactions from patents (1976-2016). The task is: Predict the reactants needed to synthesize the given product. (1) Given the product [C:1](=[O:17])([O:2][CH2:3][CH3:4])[O:5][C:6]1[CH:11]=[CH:10][C:9]([O:12][CH3:13])=[C:8]([NH2:14])[CH:7]=1, predict the reactants needed to synthesize it. The reactants are: [C:1](=[O:17])([O:5][C:6]1[CH:11]=[CH:10][C:9]([O:12][CH3:13])=[C:8]([N+:14]([O-])=O)[CH:7]=1)[O:2][CH2:3][CH3:4].C(O)(=O)C. (2) The reactants are: Cl[C:2]1[C:11]2[C:6](=[CH:7][CH:8]=[C:9](OC(F)(F)F)[CH:10]=2)[N:5]=[C:4]([N:17]2[CH2:23][C:22]3[CH:24]=[CH:25][CH:26]=[CH:27][C:21]=3[S:20](=[O:29])(=[O:28])[CH2:19][CH2:18]2)[CH:3]=1.[CH:30]([C@@H:32]1[CH2:36][O:35][C:34]([CH3:38])([CH3:37])[N:33]1[C:39]([O:41][C:42]([CH3:45])([CH3:44])[CH3:43])=[O:40])=[CH2:31].[CH2:46](N(CC)CC)C.CN(C)C=O. Given the product [O:28]=[S:20]1(=[O:29])[C:21]2[CH:27]=[CH:26][CH:25]=[CH:24][C:22]=2[CH2:23][N:17]([C:4]2[CH:3]=[C:2](/[CH:31]=[CH:30]/[C@@H:32]3[CH2:36][O:35][C:34]([CH3:38])([CH3:37])[N:33]3[C:39]([O:41][C:42]([CH3:45])([CH3:44])[CH3:43])=[O:40])[C:11]3[C:6](=[CH:7][CH:8]=[C:9]([CH3:46])[CH:10]=3)[N:5]=2)[CH2:18][CH2:19]1, predict the reactants needed to synthesize it. (3) Given the product [NH2:18][C:5]1[N:6]=[C:7]([O:14][CH:15]([CH3:16])[CH3:17])[CH:8]=[C:9]([O:10][CH:11]([CH3:13])[CH3:12])[C:4]=1[C:3]([OH:19])=[O:2], predict the reactants needed to synthesize it. The reactants are: C[O:2][C:3](=[O:19])[C:4]1[C:9]([O:10][CH:11]([CH3:13])[CH3:12])=[CH:8][C:7]([O:14][CH:15]([CH3:17])[CH3:16])=[N:6][C:5]=1[NH2:18].[OH-].[Li+]. (4) Given the product [N:42]1([C:2]2[C:11]([CH2:12][C:13]3[CH:18]=[CH:17][C:16]([C:19]([F:20])([F:21])[F:22])=[CH:15][CH:14]=3)=[C:10]([Cl:23])[C:9]3[C:4](=[CH:5][CH:6]=[C:7]([C:24]([C:36]4[N:40]([CH3:41])[CH:39]=[N:38][CH:37]=4)([C:26]4[CH:27]=[N:28][C:29]([C:32]([F:33])([F:34])[F:35])=[CH:30][CH:31]=4)[OH:25])[CH:8]=3)[N:3]=2)[CH2:45][CH2:44][CH2:43]1, predict the reactants needed to synthesize it. The reactants are: Cl[C:2]1[C:11]([CH2:12][C:13]2[CH:18]=[CH:17][C:16]([C:19]([F:22])([F:21])[F:20])=[CH:15][CH:14]=2)=[C:10]([Cl:23])[C:9]2[C:4](=[CH:5][CH:6]=[C:7]([C:24]([C:36]3[N:40]([CH3:41])[CH:39]=[N:38][CH:37]=3)([C:26]3[CH:27]=[N:28][C:29]([C:32]([F:35])([F:34])[F:33])=[CH:30][CH:31]=3)[OH:25])[CH:8]=2)[N:3]=1.[NH:42]1[CH2:45][CH2:44][CH2:43]1.CN(C)C=O. (5) Given the product [CH2:19]([O:18][C:16](=[O:17])[CH2:15][NH:1][C:2]1[CH:7]=[CH:6][C:5]([CH3:8])=[CH:4][CH:3]=1)[CH3:20], predict the reactants needed to synthesize it. The reactants are: [NH2:1][C:2]1[CH:7]=[CH:6][C:5]([CH3:8])=[CH:4][CH:3]=1.C([O-])(=O)C.[Na+].Br[CH2:15][C:16]([O:18][CH2:19][CH3:20])=[O:17]. (6) Given the product [Cl:13][C:14]1[CH:19]=[N:18][CH:17]=[C:16]([O:12][CH2:11][C:7]2[S:8][CH:9]=[CH:10][C:6]=2[N:1]2[CH:2]=[CH:3][CH:4]=[CH:5]2)[N:15]=1, predict the reactants needed to synthesize it. The reactants are: [N:1]1([C:6]2[CH:10]=[CH:9][S:8][C:7]=2[CH2:11][OH:12])[CH:5]=[CH:4][CH:3]=[CH:2]1.[Cl:13][C:14]1[CH:19]=[N:18][CH:17]=[C:16](Cl)[N:15]=1.